This data is from Peptide-MHC class II binding affinity with 134,281 pairs from IEDB. The task is: Regression. Given a peptide amino acid sequence and an MHC pseudo amino acid sequence, predict their binding affinity value. This is MHC class II binding data. The peptide sequence is TAGVFAAPTLMSFLR. The MHC is DRB1_0401 with pseudo-sequence DRB1_0401. The binding affinity (normalized) is 0.916.